Dataset: Reaction yield outcomes from USPTO patents with 853,638 reactions. Task: Predict the reaction yield, written as a fraction of the theoretical maximum amount of product (1.0 means a 100% yield; for example, 0.34 means a 34% yield). (1) The reactants are [H-].[Na+].[I:3][C:4]1[CH:5]=[C:6]([CH:16]=[CH:17][CH:18]=1)[CH2:7]P(=O)(OCC)OCC.[CH:19](=O)[C:20]1[CH:25]=[CH:24][C:23]([O:26][CH3:27])=[CH:22][CH:21]=1.[NH4+].[Cl-]. The catalyst is C1COCC1. The product is [I:3][C:4]1[CH:18]=[CH:17][CH:16]=[C:6](/[CH:7]=[CH:19]/[C:20]2[CH:25]=[CH:24][C:23]([O:26][CH3:27])=[CH:22][CH:21]=2)[CH:5]=1. The yield is 0.900. (2) The reactants are [Cl:1][C:2]1[CH:3]=[C:4]([C:9]2([CH:15]=O)[CH2:14][CH2:13][CH2:12][CH2:11][CH2:10]2)[CH:5]=[CH:6][C:7]=1[F:8].[CH3:17][NH:18][CH3:19].ClC1C=C(C2(CNC)CCCCC2)C=CC=1F. No catalyst specified. The product is [Cl:1][C:2]1[CH:3]=[C:4]([C:9]2([CH2:15][N:18]([CH3:19])[CH3:17])[CH2:14][CH2:13][CH2:12][CH2:11][CH2:10]2)[CH:5]=[CH:6][C:7]=1[F:8]. The yield is 0.880. (3) The reactants are [CH:1]1([N:7]([CH:18]2[CH2:23][CH2:22][CH2:21][CH2:20][CH2:19]2)[C:8]([NH:10][C:11]2[S:12][C:13]([CH:16]=O)=[CH:14][N:15]=2)=[O:9])[CH2:6][CH2:5][CH2:4][CH2:3][CH2:2]1.Cl.[CH3:25][S:26]([N:29]1[CH2:34][CH2:33][NH:32][CH2:31][CH2:30]1)(=[O:28])=[O:27].C(O[BH-](OC(=O)C)OC(=O)C)(=O)C.[Na+]. No catalyst specified. The product is [CH:1]1([N:7]([CH:18]2[CH2:23][CH2:22][CH2:21][CH2:20][CH2:19]2)[C:8]([NH:10][C:11]2[S:12][C:13]([CH2:16][N:32]3[CH2:33][CH2:34][N:29]([S:26]([CH3:25])(=[O:28])=[O:27])[CH2:30][CH2:31]3)=[CH:14][N:15]=2)=[O:9])[CH2:6][CH2:5][CH2:4][CH2:3][CH2:2]1. The yield is 0.380. (4) The reactants are [CH3:1][C@H:2]1[N:7]([CH3:8])[C@@H:6]([CH3:9])[CH2:5][N:4]([C:10]2[CH:20]=[CH:19][C:13]([C:14]([O:16]CC)=O)=[CH:12][CH:11]=2)[CH2:3]1.[CH3:21][O:22][C:23]1[CH:24]=[C:25]([CH2:31][O:32][C:33]2[CH:34]=[C:35]([NH2:38])[NH:36][N:37]=2)[CH:26]=[C:27]([O:29][CH3:30])[CH:28]=1.C[Al](C)C.C1(C)C=CC=CC=1. No catalyst specified. The product is [CH3:30][O:29][C:27]1[CH:26]=[C:25]([CH2:31][O:32][C:33]2[CH:34]=[C:35]([NH:38][C:14](=[O:16])[C:13]3[CH:12]=[CH:11][C:10]([N:4]4[CH2:5][C@H:6]([CH3:9])[N:7]([CH3:8])[C@H:2]([CH3:1])[CH2:3]4)=[CH:20][CH:19]=3)[NH:36][N:37]=2)[CH:24]=[C:23]([O:22][CH3:21])[CH:28]=1. The yield is 0.0563. (5) The yield is 0.680. The reactants are [NH2:1][C:2]1[CH:10]=[CH:9][C:8]([Br:11])=[CH:7][C:3]=1[C:4]([NH2:6])=[O:5].[OH:12][C:13]1[C:20]([CH3:21])=[CH:19][C:16]([CH:17]=O)=[CH:15][C:14]=1[CH3:22].OS([O-])=O.[Na+].CC1C=CC(S(O)(=O)=O)=CC=1. The product is [Br:11][C:8]1[CH:7]=[C:3]2[C:2](=[CH:10][CH:9]=1)[N:1]=[C:17]([C:16]1[CH:19]=[C:20]([CH3:21])[C:13]([OH:12])=[C:14]([CH3:22])[CH:15]=1)[NH:6][C:4]2=[O:5]. The catalyst is CC(N(C)C)=O.C(Cl)Cl.O. (6) The reactants are [N:1]1([C:6]2[N:11]=[N:10][C:9]([C:12]([OH:14])=O)=[CH:8][CH:7]=2)[CH:5]=[CH:4][CH:3]=[N:2]1.[NH2:15][C@@H:16]([CH3:32])[CH2:17][N:18]1[CH:22]=[CH:21][C:20]([C:23]2[CH:30]=[CH:29][C:26]([C:27]#[N:28])=[C:25]([Cl:31])[CH:24]=2)=[N:19]1. No catalyst specified. The product is [Cl:31][C:25]1[CH:24]=[C:23]([C:20]2[CH:21]=[CH:22][N:18]([CH2:17][C@@H:16]([NH:15][C:12]([C:9]3[N:10]=[N:11][C:6]([N:1]4[CH:5]=[CH:4][CH:3]=[N:2]4)=[CH:7][CH:8]=3)=[O:14])[CH3:32])[N:19]=2)[CH:30]=[CH:29][C:26]=1[C:27]#[N:28]. The yield is 0.260. (7) The reactants are Cl[C:2]1[C:3]2[S:10][C:9]([C:11]([NH2:13])=[O:12])=[C:8]([CH3:14])[C:4]=2[N:5]=[CH:6][N:7]=1.[NH:15]1[CH2:20][CH2:19][CH:18]([CH2:21][CH2:22][NH:23][C:24](=[O:30])[O:25][C:26]([CH3:29])([CH3:28])[CH3:27])[CH2:17][CH2:16]1.C(N(C(C)C)CC)(C)C.C(#N)C. The catalyst is C(OCC)(=O)C. The product is [C:11]([C:9]1[S:10][C:3]2[C:2]([N:15]3[CH2:20][CH2:19][CH:18]([CH2:21][CH2:22][NH:23][C:24](=[O:30])[O:25][C:26]([CH3:28])([CH3:27])[CH3:29])[CH2:17][CH2:16]3)=[N:7][CH:6]=[N:5][C:4]=2[C:8]=1[CH3:14])(=[O:12])[NH2:13]. The yield is 0.790.